From a dataset of Reaction yield outcomes from USPTO patents with 853,638 reactions. Predict the reaction yield, written as a fraction of the theoretical maximum amount of product (1.0 means a 100% yield; for example, 0.34 means a 34% yield). (1) The reactants are [NH:1]1[C:5]([CH2:6][C:7]([NH:9][C@H:10]([B:21]2[O:29]C(C)(C)C(C)(C)[O:22]2)[CH2:11][C:12]2[C:16]3[CH:17]=[CH:18][CH:19]=[CH:20][C:15]=3[O:14][CH:13]=2)=[O:8])=[CH:4][N:3]=[CH:2]1.CC(C)CB(O)O.[ClH:37]. The catalyst is CO.CCCCC. The product is [ClH:37].[NH:1]1[C:5]([CH2:6][C:7]([NH:9][C@H:10]([B:21]([OH:29])[OH:22])[CH2:11][C:12]2[C:16]3[CH:17]=[CH:18][CH:19]=[CH:20][C:15]=3[O:14][CH:13]=2)=[O:8])=[CH:4][N:3]=[CH:2]1. The yield is 0.320. (2) The reactants are [C:1](#[N:3])[CH3:2].C([N-]C(C)C)(C)C.[Li+].[CH3:12][O:13][C:14]1[CH:19]=[C:18]([CH2:20][CH2:21][C:22](OC)=O)[CH:17]=[C:16]([O:26][CH3:27])[N:15]=1.Cl.[NH2:29][NH2:30]. The catalyst is C1COCC1.C(O)C. The product is [CH3:27][O:26][C:16]1[CH:17]=[C:18]([CH2:20][CH2:21][C:22]2[NH:30][N:29]=[C:1]([NH2:3])[CH:2]=2)[CH:19]=[C:14]([O:13][CH3:12])[N:15]=1. The yield is 0.780. (3) The reactants are [C:1]([O:5][C:6]([N:8]1[CH2:13][CH2:12][CH:11]([CH:14]=[C:15](Br)Br)[CH2:10][CH2:9]1)=[O:7])([CH3:4])([CH3:3])[CH3:2].[Li]CCCC.[CH2:23]=[O:24]. The catalyst is C1COCC1. The product is [C:1]([O:5][C:6]([N:8]1[CH2:13][CH2:12][CH:11]([C:14]#[C:15][CH2:23][OH:24])[CH2:10][CH2:9]1)=[O:7])([CH3:4])([CH3:3])[CH3:2]. The yield is 0.860. (4) The reactants are [CH2:1]([N:5]([C:20]1[CH:29]=[CH:28][C:27]2[C:26]([CH3:31])([CH3:30])[CH2:25][CH2:24][C:23]([CH3:33])([CH3:32])[C:22]=2[CH:21]=1)[C:6](=[O:19])[NH:7][C:8]1[CH:18]=[CH:17][C:11]([C:12]([O:14]CC)=[O:13])=[CH:10][CH:9]=1)[CH2:2][CH2:3][CH3:4].[OH-].[Li+]. The catalyst is CO.C1COCC1.O. The product is [CH2:1]([N:5]([C:20]1[CH:29]=[CH:28][C:27]2[C:26]([CH3:31])([CH3:30])[CH2:25][CH2:24][C:23]([CH3:32])([CH3:33])[C:22]=2[CH:21]=1)[C:6](=[O:19])[NH:7][C:8]1[CH:18]=[CH:17][C:11]([C:12]([OH:14])=[O:13])=[CH:10][CH:9]=1)[CH2:2][CH2:3][CH3:4]. The yield is 0.280. (5) The reactants are [Cl:1][C:2]1[CH:8]=[CH:7][C:5]([NH2:6])=[CH:4][C:3]=1[C:9]([F:12])([F:11])[F:10].C(N(CC)CC)C.[C:20](Cl)(=[O:25])[C:21]([CH3:24])([CH3:23])[CH3:22]. The catalyst is C1COCC1. The product is [Cl:1][C:2]1[CH:8]=[CH:7][C:5]([NH:6][C:20](=[O:25])[C:21]([CH3:24])([CH3:23])[CH3:22])=[CH:4][C:3]=1[C:9]([F:10])([F:11])[F:12]. The yield is 0.950.